Task: Regression. Given a peptide amino acid sequence and an MHC pseudo amino acid sequence, predict their binding affinity value. This is MHC class I binding data.. Dataset: Peptide-MHC class I binding affinity with 185,985 pairs from IEDB/IMGT (1) The peptide sequence is RWMCLRRFII. The MHC is HLA-A02:06 with pseudo-sequence HLA-A02:06. The binding affinity (normalized) is 0.0662. (2) The peptide sequence is SSWNSAHEK. The MHC is HLA-A02:03 with pseudo-sequence HLA-A02:03. The binding affinity (normalized) is 0.0847. (3) The peptide sequence is LASCMGLIY. The MHC is HLA-A24:02 with pseudo-sequence HLA-A24:02. The binding affinity (normalized) is 0. (4) The peptide sequence is TTHSWIPKR. The MHC is HLA-A03:01 with pseudo-sequence HLA-A03:01. The binding affinity (normalized) is 0.266. (5) The peptide sequence is IMYDSGAKY. The MHC is HLA-A68:02 with pseudo-sequence HLA-A68:02. The binding affinity (normalized) is 0.0847. (6) The MHC is HLA-A26:01 with pseudo-sequence HLA-A26:01. The peptide sequence is YRGEYRQSR. The binding affinity (normalized) is 0.0847. (7) The binding affinity (normalized) is 0.550. The peptide sequence is AENTNSVTNI. The MHC is HLA-B44:02 with pseudo-sequence HLA-B44:02. (8) The peptide sequence is KLGALTGTYI. The MHC is HLA-A68:02 with pseudo-sequence HLA-A68:02. The binding affinity (normalized) is 0.000388. (9) The peptide sequence is YLALLEACL. The MHC is HLA-A02:01 with pseudo-sequence HLA-A02:01. The binding affinity (normalized) is 0.814.